Dataset: Full USPTO retrosynthesis dataset with 1.9M reactions from patents (1976-2016). Task: Predict the reactants needed to synthesize the given product. (1) The reactants are: C([O:8][C:9]1[CH:18]=[C:17]2[C:12]([C:13]([O:19][C:20]3[CH:25]=[CH:24][C:23]([N+:26]([O-:28])=[O:27])=[CH:22][CH:21]=3)=[CH:14][CH:15]=[N:16]2)=[CH:11][CH:10]=1)C1C=CC=CC=1.Cl. Given the product [N+:26]([C:23]1[CH:24]=[CH:25][C:20]([O:19][C:13]2[C:12]3[C:17](=[CH:18][C:9]([OH:8])=[CH:10][CH:11]=3)[N:16]=[CH:15][CH:14]=2)=[CH:21][CH:22]=1)([O-:28])=[O:27], predict the reactants needed to synthesize it. (2) Given the product [CH3:14][O:15][C:16]1[N:17]=[C:18]2[C:23](=[CH:24][CH:25]=1)[N:22]=[CH:21][CH:20]=[C:19]2[N:26]1[CH:34]=[C:33]2[C:28]([CH2:29][CH2:30][CH:31]([NH:35][CH2:12][C:10]3[CH:9]=[CH:8][C:5]4[O:6][CH2:7][C:2](=[O:1])[NH:3][C:4]=4[N:11]=3)[CH2:32]2)=[N:27]1, predict the reactants needed to synthesize it. The reactants are: [O:1]=[C:2]1[CH2:7][O:6][C:5]2[CH:8]=[CH:9][C:10]([CH:12]=O)=[N:11][C:4]=2[NH:3]1.[CH3:14][O:15][C:16]1[N:17]=[C:18]2[C:23](=[CH:24][CH:25]=1)[N:22]=[CH:21][CH:20]=[C:19]2[N:26]1[CH:34]=[C:33]2[C:28]([CH2:29][CH2:30][CH:31]([NH2:35])[CH2:32]2)=[N:27]1.[BH4-].[Na+].[OH-].[Na+]. (3) Given the product [Br:1][C:2]1[CH:3]=[N:4][C:5]([C:8]([OH:13])=[O:10])=[N:6][CH:7]=1, predict the reactants needed to synthesize it. The reactants are: [Br:1][C:2]1[CH:3]=[N:4][C:5]([C:8]#N)=[N:6][CH:7]=1.[OH-:10].[Na+].Cl.[OH2:13]. (4) Given the product [CH2:22]([N:19]1[CH2:20][CH2:21][C@H:17]([NH:16][C:14](=[O:15])[C@@H:13]([NH:12][C:10]([NH:9][C:3]2[CH:4]=[C:5]([F:8])[CH:6]=[CH:7][C:2]=2[F:1])=[O:11])[C:29]([CH3:30])([CH3:32])[CH3:31])[CH2:18]1)[C:23]1[CH:24]=[CH:25][CH:26]=[CH:27][CH:28]=1, predict the reactants needed to synthesize it. The reactants are: [F:1][C:2]1[CH:7]=[CH:6][C:5]([F:8])=[CH:4][C:3]=1[N:9]=[C:10]=[O:11].[NH2:12][C@@H:13]([C:29]([CH3:32])([CH3:31])[CH3:30])[C:14]([NH:16][C@H:17]1[CH2:21][CH2:20][N:19]([CH2:22][C:23]2[CH:28]=[CH:27][CH:26]=[CH:25][CH:24]=2)[CH2:18]1)=[O:15]. (5) Given the product [Cl:26][C:23]([F:24])([F:25])[O:22][C:19]1[CH:18]=[CH:17][C:16]([NH:15][C:13](=[O:14])[C:12]2[CH:27]=[C:28]([C:29]3[CH:34]=[N:33][CH:32]=[N:31][CH:30]=3)[C:9]([O:7][CH:4]3[CH2:5][CH2:6][O:1][CH2:2][CH2:3]3)=[N:10][CH:11]=2)=[CH:21][CH:20]=1, predict the reactants needed to synthesize it. The reactants are: [O:1]1[CH2:6][CH2:5][CH:4]([OH:7])[CH2:3][CH2:2]1.Cl[C:9]1[C:28]([C:29]2[CH:30]=[N:31][CH:32]=[N:33][CH:34]=2)=[CH:27][C:12]([C:13]([NH:15][C:16]2[CH:21]=[CH:20][C:19]([O:22][C:23]([Cl:26])([F:25])[F:24])=[CH:18][CH:17]=2)=[O:14])=[CH:11][N:10]=1.C([O-])([O-])=O.[K+].[K+]. (6) Given the product [OH:16][C:8]1([C:17]([O:19][CH3:1])=[O:18])[CH2:9][C@@H:10]([OH:15])[CH:11]([OH:14])[C@H:12]([OH:13])[CH2:7]1, predict the reactants needed to synthesize it. The reactants are: [C:1](Cl)(C)=O.CO.[CH2:7]1[C@H:12]([OH:13])[C@@H:11]([OH:14])[C@@H:10]([OH:15])[CH2:9][C@@:8]1([C:17]([OH:19])=[O:18])[OH:16]. (7) Given the product [Br:1][C:2]1[CH:3]=[C:4]([CH:9]([CH2:18][C:17]2[CH:20]=[CH:21][C:14]([Cl:13])=[CH:15][CH:16]=2)[C:10](=[O:12])[CH3:11])[CH:5]=[C:6]([Cl:8])[CH:7]=1, predict the reactants needed to synthesize it. The reactants are: [Br:1][C:2]1[CH:3]=[C:4]([CH2:9][C:10](=[O:12])[CH3:11])[CH:5]=[C:6]([Cl:8])[CH:7]=1.[Cl:13][C:14]1[CH:21]=[CH:20][C:17]([CH2:18]Cl)=[CH:16][CH:15]=1.C(=O)([O-])[O-].[Cs+].[Cs+]. (8) The reactants are: FC(F)(F)S(O[C:7]1[C:11]2[C:12]([O:16][CH3:17])=[N:13][CH:14]=[CH:15][C:10]=2[N:9]([C:18]2[C:23]([F:24])=[CH:22][CH:21]=[CH:20][C:19]=2[F:25])[N:8]=1)(=O)=O.CC1(C)C(C)(C)OB([C:36]2[CH:41]=[CH:40][C:39]([S:42]([NH2:45])(=[O:44])=[O:43])=[CH:38][CH:37]=2)O1.C(=O)([O-])[O-].[K+].[K+]. Given the product [F:24][C:23]1[CH:22]=[CH:21][CH:20]=[C:19]([F:25])[C:18]=1[N:9]1[C:10]2[CH:15]=[CH:14][N:13]=[C:12]([O:16][CH3:17])[C:11]=2[C:7]([C:36]2[CH:41]=[CH:40][C:39]([S:42]([NH2:45])(=[O:44])=[O:43])=[CH:38][CH:37]=2)=[N:8]1, predict the reactants needed to synthesize it.